This data is from Catalyst prediction with 721,799 reactions and 888 catalyst types from USPTO. The task is: Predict which catalyst facilitates the given reaction. Reactant: [CH3:1][C:2]1[CH:3]=[CH:4][CH:5]=[C:6]2[C:11]=1[C:10]([CH2:12][OH:13])=[CH:9][CH:8]=[CH:7]2. Product: [CH3:1][C:2]1[CH:3]=[CH:4][CH:5]=[C:6]2[C:11]=1[C:10]([CH:12]=[O:13])=[CH:9][CH:8]=[CH:7]2. The catalyst class is: 2.